This data is from Reaction yield outcomes from USPTO patents with 853,638 reactions. The task is: Predict the reaction yield, written as a fraction of the theoretical maximum amount of product (1.0 means a 100% yield; for example, 0.34 means a 34% yield). (1) The reactants are Cl.[CH3:2][C:3]1([CH3:21])[C@H:6]([C:7]2([CH3:12])OCC[O:8]2)[CH2:5][C@@H:4]1[CH2:13][CH2:14][N:15]1[CH2:20][CH2:19][O:18][CH2:17][CH2:16]1. The catalyst is CO. The product is [CH3:2][C:3]1([CH3:21])[C@@H:4]([CH2:13][CH2:14][N:15]2[CH2:20][CH2:19][O:18][CH2:17][CH2:16]2)[CH2:5][C@H:6]1[C:7](=[O:8])[CH3:12]. The yield is 0.710. (2) The reactants are [CH:14]1[CH:19]=[CH:18][C:17](P([C:14]2[CH:19]=[CH:18][CH:17]=[CH:16][CH:15]=2)[C:14]2[CH:19]=[CH:18][CH:17]=[CH:16][CH:15]=2)=[CH:16][CH:15]=1.[C:20]([O-:23])([O-])=O.[K+].[K+].CC([N:30]([CH2:34][C:35]1[CH:40]=[CH:39][C:38]([C:41]#N)=[C:37](Br)[CH:36]=1)[C:31](=[O:33])[O-:32])(C)C.O[CH2:45][C:46]1[CH:47]=C(B(O)O)C=C[CH:51]=1.[CH3:55][C:56]([Si:59](C)(C)[CH3:60])([CH3:58])[CH3:57]. The catalyst is O1CCOCC1.CC([O-])=O.CC([O-])=O.[Pd+2]. The product is [CH3:55][C:56]([SiH:59]([CH3:60])[O:23][CH2:20][C:14]1[CH:15]=[C:16]([C:37]2[C:38]([CH3:41])=[CH:39][CH:40]=[C:35]([CH2:34][NH:30][C:31](=[O:33])[O:32][C:46]([CH3:45])([CH3:51])[CH3:47])[CH:36]=2)[CH:17]=[CH:18][CH:19]=1)([CH3:58])[CH3:57]. The yield is 0.600.